From a dataset of Full USPTO retrosynthesis dataset with 1.9M reactions from patents (1976-2016). Predict the reactants needed to synthesize the given product. (1) Given the product [CH3:12][S:13]([O:11][CH2:10][C:6]1[CH:7]=[N:8][CH:9]=[C:4]([Br:3])[CH:5]=1)(=[O:15])=[O:14], predict the reactants needed to synthesize it. The reactants are: [H-].[Na+].[Br:3][C:4]1[CH:5]=[C:6]([CH2:10][OH:11])[CH:7]=[N:8][CH:9]=1.[CH3:12][S:13](Cl)(=[O:15])=[O:14].O. (2) Given the product [C:18]([N:21]1[CH2:22][CH2:23][N:24]([C:27]2[CH:28]=[CH:29][C:30]([NH:35][C:2]3[N:7]=[C:6]([C:8]4[N:12]5[CH:13]=[CH:14][CH:15]=[CH:16][C:11]5=[N:10][CH:9]=4)[C:5]([Cl:17])=[CH:4][N:3]=3)=[C:31]([CH:34]=2)[C:32]#[N:33])[CH2:25][CH2:26]1)(=[O:20])[CH3:19], predict the reactants needed to synthesize it. The reactants are: Cl[C:2]1[N:7]=[C:6]([C:8]2[N:12]3[CH:13]=[CH:14][CH:15]=[CH:16][C:11]3=[N:10][CH:9]=2)[C:5]([Cl:17])=[CH:4][N:3]=1.[C:18]([N:21]1[CH2:26][CH2:25][N:24]([C:27]2[CH:28]=[CH:29][C:30]([NH2:35])=[C:31]([CH:34]=2)[C:32]#[N:33])[CH2:23][CH2:22]1)(=[O:20])[CH3:19].C(=O)([O-])[O-].[Cs+].[Cs+].CC1(C)C2C=CC=C(P(C3C=CC=CC=3)C3C=CC=CC=3)C=2OC2C1=CC=CC=2P(C1C=CC=CC=1)C1C=CC=CC=1. (3) Given the product [CH2:1]([O:8][C:9]1[CH:14]=[C:13]2[C:12](=[CH:11][C:10]=1[F:22])[NH:19][C:16]([CH3:17])=[CH:15]2)[C:2]1[CH:7]=[CH:6][CH:5]=[CH:4][CH:3]=1, predict the reactants needed to synthesize it. The reactants are: [CH2:1]([O:8][C:9]1[C:10]([F:22])=[CH:11][C:12]([N+:19]([O-])=O)=[C:13]([CH2:15][C:16](=O)[CH3:17])[CH:14]=1)[C:2]1[CH:7]=[CH:6][CH:5]=[CH:4][CH:3]=1.[H][H]. (4) Given the product [Cl:1][C:2]1[C:3]([N:21]2[CH2:26][CH2:25][CH:24]([C:27]([NH:39][S:36]([CH2:35][CH:30]3[CH2:34][CH2:33][CH2:32][CH2:31]3)(=[O:38])=[O:37])=[O:29])[CH2:23][CH2:22]2)=[N:4][C:5]([CH2:14][N:15]2[CH2:19][CH2:18][CH2:17][C:16]2=[O:20])=[C:6]([C:8](=[O:13])[CH2:9][CH2:10][CH2:11][CH3:12])[CH:7]=1, predict the reactants needed to synthesize it. The reactants are: [Cl:1][C:2]1[C:3]([N:21]2[CH2:26][CH2:25][CH:24]([C:27]([OH:29])=O)[CH2:23][CH2:22]2)=[N:4][C:5]([CH2:14][N:15]2[CH2:19][CH2:18][CH2:17][C:16]2=[O:20])=[C:6]([C:8](=[O:13])[CH2:9][CH2:10][CH2:11][CH3:12])[CH:7]=1.[CH:30]1([CH2:35][S:36]([NH2:39])(=[O:38])=[O:37])[CH2:34][CH2:33][CH2:32][CH2:31]1. (5) Given the product [S:4]([O-:8])([O-:7])(=[O:6])=[O:5].[Cr+3:1].[S:4]([O-:8])([O-:7])(=[O:6])=[O:5].[S:4]([O-:8])([O-:7])(=[O:6])=[O:5].[Cr+3:1], predict the reactants needed to synthesize it. The reactants are: [Cr:1].[H][H].[S:4](=[O:8])(=[O:7])([OH:6])[OH:5]. (6) Given the product [Cl:30][C:16]1[CH:15]=[C:14]([C:5]2[NH:6][C:7]3[CH2:12][CH2:11][NH:10][C:9](=[O:13])[C:8]=3[C:4]=2[N+:1]([O-:3])=[O:2])[CH:19]=[CH:18][N:17]=1, predict the reactants needed to synthesize it. The reactants are: [N+:1]([C:4]1[C:8]2[C:9](=[O:13])[NH:10][CH2:11][CH2:12][C:7]=2[NH:6][C:5]=1[C:14]1[CH:19]=[CH:18][N:17]=[C:16](C2C=NC3C(C=2)=CC=CC=3)[CH:15]=1)([O-:3])=[O:2].[Cl:30]C1C=C(C2NC3CCNC(=O)C=3C=2)C=CN=1.[N+]([O-])(O)=O. (7) Given the product [CH2:1]([N:5]1[C:13]2[N:12]=[C:11]([Cl:14])[NH:10][C:9]=2[C:8](=[O:15])[N:7]([CH2:16][CH2:17][CH2:18][CH2:19][C:20]2[O:22][N:39]=[C:38]([C:40]3[CH:45]=[CH:44][C:43]([OH:46])=[CH:42][CH:41]=3)[N:37]=2)[C:6]1=[O:23])[CH2:2][CH2:3][CH3:4], predict the reactants needed to synthesize it. The reactants are: [CH2:1]([N:5]1[C:13]2[N:12]=[C:11]([Cl:14])[NH:10][C:9]=2[C:8](=[O:15])[N:7]([CH2:16][CH2:17][CH2:18][CH2:19][C:20]([OH:22])=O)[C:6]1=[O:23])[CH2:2][CH2:3][CH3:4].C1N=CN(C(N2C=NC=C2)=O)C=1.O[NH:37][C:38]([C:40]1[CH:45]=[CH:44][C:43]([OH:46])=[CH:42][CH:41]=1)=[NH:39]. (8) Given the product [NH:1]1[C:5]([C:7]2[CH:8]=[CH:9][C:10]([CH2:11][C:12]34[CH2:19][CH2:18][CH2:17][N:16]3[C:15](=[O:20])[N:14]([C:21]3[CH:22]=[C:23]([Cl:28])[CH:24]=[C:25]([Cl:27])[CH:26]=3)[C:13]4=[O:29])=[CH:30][CH:31]=2)=[N:6][N:3]=[N:2]1, predict the reactants needed to synthesize it. The reactants are: [N-:1]=[N+:2]=[N-:3].[Na+].[C:5]([C:7]1[CH:31]=[CH:30][C:10]([CH2:11][C:12]23[CH2:19][CH2:18][CH2:17][N:16]2[C:15](=[O:20])[N:14]([C:21]2[CH:26]=[C:25]([Cl:27])[CH:24]=[C:23]([Cl:28])[CH:22]=2)[C:13]3=[O:29])=[CH:9][CH:8]=1)#[N:6].